This data is from Forward reaction prediction with 1.9M reactions from USPTO patents (1976-2016). The task is: Predict the product of the given reaction. (1) Given the reactants CC1C=CC(S([O:11][CH2:12][CH2:13][O:14][CH2:15][CH2:16][O:17][S:18]([C:21]2[CH:26]=[CH:25][C:24]([CH3:27])=[CH:23][CH:22]=2)(=[O:20])=[O:19])(=O)=O)=CC=1.C(=O)([O-])[O-].[Cs+].[Cs+].[F:34][C:35]1[C:47]([F:48])=[C:46]([CH2:49][N:50]2[C:59](=[O:60])[C:58]([C:61](=[O:83])[NH:62][C:63]3[CH:68]=[CH:67][C:66]([C:69]([F:72])([F:71])[F:70])=[CH:65][C:64]=3[C:73]3[CH:78]=[C:77]([C:79]([F:82])([F:81])[F:80])[N:76]=[CH:75][N:74]=3)=[C:57]([OH:84])[C:52]3([CH2:56][CH2:55][CH2:54][CH2:53]3)[N:51]2[CH3:85])[CH:45]=[CH:44][C:36]=1OCCCC([O-])=O.C(O)=O, predict the reaction product. The product is: [CH3:27][C:24]1[CH:23]=[CH:22][C:21]([S:18]([O:17][CH2:16][CH2:15][O:14][CH2:13][CH2:12][O:11][C:36]2[CH:44]=[CH:45][C:46]([CH2:49][N:50]3[C:59](=[O:60])[C:58]([C:61](=[O:83])[NH:62][C:63]4[CH:68]=[CH:67][C:66]([C:69]([F:72])([F:70])[F:71])=[CH:65][C:64]=4[C:73]4[CH:78]=[C:77]([C:79]([F:81])([F:82])[F:80])[N:76]=[CH:75][N:74]=4)=[C:57]([OH:84])[C:52]4([CH2:53][CH2:54][CH2:55][CH2:56]4)[N:51]3[CH3:85])=[C:47]([F:48])[C:35]=2[F:34])(=[O:19])=[O:20])=[CH:26][CH:25]=1. (2) Given the reactants Br[C:2]1[CH:3]=[C:4]([CH:21]=[CH:22][C:23]=1[F:24])[CH2:5][N:6]([CH:15]1[CH2:20][CH2:19][O:18][CH2:17][CH2:16]1)[C:7]([C:9]1[N:10]=[CH:11][N:12]([CH3:14])[CH:13]=1)=[O:8].[C:25]1(B(O)O)[CH:30]=[CH:29][CH:28]=[CH:27][CH:26]=1.C(=O)([O-])[O-].[K+].[K+].CN(C=O)C, predict the reaction product. The product is: [F:24][C:23]1[C:2]([C:25]2[CH:30]=[CH:29][CH:28]=[CH:27][CH:26]=2)=[CH:3][C:4]([CH2:5][N:6]([CH:15]2[CH2:20][CH2:19][O:18][CH2:17][CH2:16]2)[C:7]([C:9]2[N:10]=[CH:11][N:12]([CH3:14])[CH:13]=2)=[O:8])=[CH:21][CH:22]=1. (3) Given the reactants Br[C:2]1[CH:21]=[CH:20][C:19]([F:22])=[CH:18][C:3]=1[CH2:4][N:5]1[C@@H:9]([CH3:10])[C@@H:8]([C:11]2[CH:16]=[CH:15][CH:14]=[CH:13][CH:12]=2)[O:7][C:6]1=[O:17].[CH3:23][O:24][C:25](=[O:44])[CH2:26][C:27]1[CH:32]=[CH:31][C:30]([O:33][CH3:34])=[C:29](B2OC(C)(C)C(C)(C)O2)[CH:28]=1, predict the reaction product. The product is: [CH3:23][O:24][C:25](=[O:44])[CH2:26][C:27]1[CH:28]=[C:29]([C:2]2[CH:21]=[CH:20][C:19]([F:22])=[CH:18][C:3]=2[CH2:4][N:5]2[C@@H:9]([CH3:10])[C@@H:8]([C:11]3[CH:16]=[CH:15][CH:14]=[CH:13][CH:12]=3)[O:7][C:6]2=[O:17])[C:30]([O:33][CH3:34])=[CH:31][CH:32]=1. (4) Given the reactants [NH:1]=[C:2]1[C:11]2[CH:10]=[C:9]([OH:12])[CH:8]=[CH:7][C:6]=2[CH:5]=[CH:4][CH2:3]1.C[Al](C)C.C[O:18][C:19](=O)[C:20]1[CH:25]=[CH:24][C:23](/[CH:26]=[CH:27]/[C:28]([F:31])([F:30])[F:29])=[CH:22][C:21]=1[CH3:32].C([O-])(O)=O.[Na+], predict the reaction product. The product is: [OH:12][C:9]1[CH:10]=[C:11]2[C:6]([CH:5]=[CH:4][CH:3]=[C:2]2[NH:1][C:19](=[O:18])[C:20]2[CH:25]=[CH:24][C:23](/[CH:26]=[CH:27]/[C:28]([F:31])([F:30])[F:29])=[CH:22][C:21]=2[CH3:32])=[CH:7][CH:8]=1. (5) Given the reactants Cl[C:2]([O:4][CH2:5][C:6]1[CH:11]=[CH:10][CH:9]=[CH:8][CH:7]=1)=[O:3].[C:12]([O:16][C:17]([NH:19][C@@:20]12[CH2:27][C:26](=[CH2:28])[CH2:25][C@@H:24]1[CH2:23][N:22]([C@@H](C1C=CC=CC=1)C)[CH2:21]2)=[O:18])([CH3:15])([CH3:14])[CH3:13], predict the reaction product. The product is: [CH2:5]([O:4][C:2]([N:22]1[CH2:23][C@@H:24]2[C@@:20]([NH:19][C:17]([O:16][C:12]([CH3:15])([CH3:14])[CH3:13])=[O:18])([CH2:27][C:26](=[CH2:28])[CH2:25]2)[CH2:21]1)=[O:3])[C:6]1[CH:11]=[CH:10][CH:9]=[CH:8][CH:7]=1. (6) Given the reactants Cl.[Cl:2][C:3]1[CH:8]=[CH:7][C:6]([C:9]([CH3:15])([CH3:14])[C:10]([NH:12][NH2:13])=[O:11])=[CH:5][C:4]=1[O:16][CH3:17].[F:18][C:19]1[CH:24]=[CH:23][C:22]([N:25]=[C:26]=[S:27])=[CH:21][CH:20]=1.CCN(CC)CC, predict the reaction product. The product is: [Cl:2][C:3]1[CH:8]=[CH:7][C:6]([C:9]([CH3:15])([CH3:14])[C:10]([NH:12][NH:13][C:26](=[S:27])[NH:25][C:22]2[CH:23]=[CH:24][C:19]([F:18])=[CH:20][CH:21]=2)=[O:11])=[CH:5][C:4]=1[O:16][CH3:17]. (7) Given the reactants Cl.[F:2][C:3]([F:15])([F:14])[C:4]1[CH:13]=[CH:12][C:11]2[CH2:10][NH:9][CH2:8][CH2:7][C:6]=2[N:5]=1.[CH3:16][S:17]([C:20]1[CH:21]=[CH:22][C:23]([O:29][C@H:30]([CH3:35])[C:31]([F:34])([F:33])[F:32])=[C:24]([CH:28]=1)[C:25](O)=[O:26])(=[O:19])=[O:18], predict the reaction product. The product is: [CH3:16][S:17]([C:20]1[CH:21]=[CH:22][C:23]([O:29][C@H:30]([CH3:35])[C:31]([F:32])([F:33])[F:34])=[C:24]([C:25]([N:9]2[CH2:8][CH2:7][C:6]3[N:5]=[C:4]([C:3]([F:2])([F:14])[F:15])[CH:13]=[CH:12][C:11]=3[CH2:10]2)=[O:26])[CH:28]=1)(=[O:19])=[O:18]. (8) The product is: [C:19]([C:22]1[CH:23]=[C:24]([NH:28][C:29](=[S:30])[NH:1][C:2]2[CH:3]=[C:4]([CH:14]=[CH:15][C:16]=2[O:17][CH3:18])[C:5]([NH:7][C:8]2[CH:13]=[CH:12][CH:11]=[CH:10][CH:9]=2)=[O:6])[CH:25]=[CH:26][CH:27]=1)(=[O:21])[CH3:20]. Given the reactants [NH2:1][C:2]1[CH:3]=[C:4]([CH:14]=[CH:15][C:16]=1[O:17][CH3:18])[C:5]([NH:7][C:8]1[CH:13]=[CH:12][CH:11]=[CH:10][CH:9]=1)=[O:6].[C:19]([C:22]1[CH:23]=[C:24]([N:28]=[C:29]=[S:30])[CH:25]=[CH:26][CH:27]=1)(=[O:21])[CH3:20], predict the reaction product. (9) The product is: [C:24]([C:26]1([C:29]([O:1]/[N:2]=[C:3](\[NH2:23])/[C:4]2[CH:9]=[CH:8][C:7]([O:10][CH3:11])=[C:6]([CH2:12][CH2:13][CH2:14][CH2:15][CH2:16][CH2:17][CH2:18][CH2:19][CH2:20][CH2:21][CH3:22])[CH:5]=2)=[O:30])[CH2:28][CH2:27]1)#[N:25]. Given the reactants [OH:1]/[N:2]=[C:3](\[NH2:23])/[C:4]1[CH:9]=[CH:8][C:7]([O:10][CH3:11])=[C:6]([CH2:12][CH2:13][CH2:14][CH2:15][CH2:16][CH2:17][CH2:18][CH2:19][CH2:20][CH2:21][CH3:22])[CH:5]=1.[C:24]([C:26]1([C:29](O)=[O:30])[CH2:28][CH2:27]1)#[N:25], predict the reaction product.